From a dataset of CYP2D6 inhibition data for predicting drug metabolism from PubChem BioAssay. Regression/Classification. Given a drug SMILES string, predict its absorption, distribution, metabolism, or excretion properties. Task type varies by dataset: regression for continuous measurements (e.g., permeability, clearance, half-life) or binary classification for categorical outcomes (e.g., BBB penetration, CYP inhibition). Dataset: cyp2d6_veith. (1) The molecule is CCCS(=O)(=O)N1CCCC(C(=O)N2CCC3(CC2)OCCO3)C1. The result is 0 (non-inhibitor). (2) The drug is O=C(Nc1cccc(F)c1)N1CC[C@@]2(CCCN(C(=O)c3cccc(F)c3)C2)C1. The result is 0 (non-inhibitor). (3) The molecule is Cc1ccccc1-c1nc(N2CCOCC2)c2ccccc2n1. The result is 0 (non-inhibitor). (4) The molecule is CC1(C)S[C@@H]2[C@H](NC(=O)C3(N)CCCCC3)C(=O)N2[C@H]1C(=O)O. The result is 0 (non-inhibitor). (5) The compound is CCOc1ccc(NC(=O)N2CCC(C(N)=O)(N3CCCCC3)CC2)cc1. The result is 0 (non-inhibitor). (6) The compound is CC1(C)CC(=O)C2=C(C1)Nc1cc3c(cc1C2c1ccc(F)cc1)OCO3. The result is 1 (inhibitor).